Dataset: Forward reaction prediction with 1.9M reactions from USPTO patents (1976-2016). Task: Predict the product of the given reaction. (1) Given the reactants [CH3:1][CH:2]([C:8]([O:10]CC)=O)[C:3](OCC)=[O:4].Cl.[CH:14]([NH2:16])=[NH:15].C[O-].[Na+], predict the reaction product. The product is: [OH:10][C:8]1[C:2]([CH3:1])=[C:3]([OH:4])[N:16]=[CH:14][N:15]=1. (2) Given the reactants [C:1]([C:5]1[C:6]([NH2:14])=[N:7][N:8]2[CH:13]=[CH:12][CH:11]=[N:10][C:9]=12)([CH3:4])([CH3:3])[CH3:2].[Cl:15][C:16]1[CH:21]=[CH:20][CH:19]=[C:18]([Cl:22])[C:17]=1[CH2:23][C:24](O)=[O:25], predict the reaction product. The product is: [C:1]([C:5]1[C:6]([NH:14][C:24](=[O:25])[CH2:23][C:17]2[C:16]([Cl:15])=[CH:21][CH:20]=[CH:19][C:18]=2[Cl:22])=[N:7][N:8]2[CH:13]=[CH:12][CH:11]=[N:10][C:9]=12)([CH3:4])([CH3:2])[CH3:3]. (3) Given the reactants CC(S([NH:7][C:8]1([C:12]2[S:13][C:14]([C:17]3[CH:22]=[C:21]([NH:23][C:24]4[N:29]=[C:28]([C:30]([F:33])([F:32])[F:31])[CH:27]=[CH:26][N:25]=4)[CH:20]=[C:19]([CH3:34])[CH:18]=3)=[CH:15][N:16]=2)[CH2:11][O:10][CH2:9]1)=O)(C)C.O1CCOCC1, predict the reaction product. The product is: [NH2:7][C:8]1([C:12]2[S:13][C:14]([C:17]3[CH:22]=[C:21]([NH:23][C:24]4[N:29]=[C:28]([C:30]([F:33])([F:32])[F:31])[CH:27]=[CH:26][N:25]=4)[CH:20]=[C:19]([CH3:34])[CH:18]=3)=[CH:15][N:16]=2)[CH2:9][O:10][CH2:11]1. (4) Given the reactants [I:1][C:2]1[CH:7]=[CH:6][CH:5]=[CH:4][C:3]=1[OH:8].Br[CH2:10][CH2:11][O:12][Si:13]([C:16]([CH3:19])([CH3:18])[CH3:17])([CH3:15])[CH3:14].[I-].C([NH3+])(C)(C)C.C(=O)([O-])[O-].[K+].[K+], predict the reaction product. The product is: [C:16]([Si:13]([O:12][CH2:11][CH2:10][O:8][C:3]1[CH:4]=[CH:5][CH:6]=[CH:7][C:2]=1[I:1])([CH3:15])[CH3:14])([CH3:19])([CH3:18])[CH3:17]. (5) The product is: [Br:23][C:24]1[CH:28]=[C:27]([C:29]([NH:31][C:32]2[CH:37]=[CH:36][C:35]([Cl:38])=[CH:34][C:33]=2[C:39](=[O:46])[NH:40][CH:41]([CH:43]2[CH2:45][CH2:44]2)[CH3:42])=[O:30])[N:26]([C:47]2[C:52]([Cl:53])=[CH:51][CH:50]=[CH:49][N:48]=2)[N:25]=1. Given the reactants [O-]S(OOS([O-])(=O)=O)(=O)=O.[K+].[K+].S(=O)(=O)(O)O.CN(C)C=O.[Br:23][C:24]1[CH2:28][CH:27]([C:29]([NH:31][C:32]2[CH:37]=[CH:36][C:35]([Cl:38])=[CH:34][C:33]=2[C:39](=[O:46])[NH:40][CH:41]([CH:43]2[CH2:45][CH2:44]2)[CH3:42])=[O:30])[N:26]([C:47]2[C:52]([Cl:53])=[CH:51][CH:50]=[CH:49][N:48]=2)[N:25]=1, predict the reaction product. (6) The product is: [C:19]([O:21][CH3:1])(=[O:20])/[CH:18]=[CH:17]\[C:16]([O:23][CH3:24])=[O:22]. Given the reactants [C:1]1(=O)OC(=O)C=C1.C(O)(=O)/C=C\C(O)=O.[C:16]([O:23][CH3:24])(=[O:22])/[CH:17]=[CH:18]\[C:19]([O-:21])=[O:20], predict the reaction product.